The task is: Predict the product of the given reaction.. This data is from Forward reaction prediction with 1.9M reactions from USPTO patents (1976-2016). (1) Given the reactants [N:1]1[C:14]2[C:5](=[CH:6][CH:7]=[C:8]3[C:13]=2[N:12]=[CH:11][CH:10]=[CH:9]3)[CH:4]=[CH:3][CH:2]=1.[CH3:15][I:16], predict the reaction product. The product is: [I-:16].[CH3:15][N+:1]1[C:14]2[C:5](=[CH:6][CH:7]=[C:8]3[C:13]=2[N:12]=[CH:11][CH:10]=[CH:9]3)[CH:4]=[CH:3][CH:2]=1. (2) Given the reactants N[C:2]1[CH:9]=[C:8]([CH3:10])[C:5]([CH:6]=[O:7])=[C:4]([CH3:11])[CH:3]=1.N([O-])=O.[Na+].CO.[C:18]([O:22][CH3:23])(=[O:21])[CH:19]=[CH2:20], predict the reaction product. The product is: [CH3:23][O:22][C:18](=[O:21])[CH:19]=[CH:20][C:2]1[CH:9]=[C:8]([CH3:10])[C:5]([CH:6]=[O:7])=[C:4]([CH3:11])[CH:3]=1. (3) Given the reactants [CH:1]1[C:13]2[CH:12]([CH2:14][O:15][C:16]([NH:18][C@H:19]([C:25]([OH:27])=[O:26])[CH2:20][CH2:21][CH2:22][CH2:23][NH2:24])=[O:17])[C:11]3[C:6](=[CH:7][CH:8]=[CH:9][CH:10]=3)[C:5]=2[CH:4]=[CH:3][CH:2]=1.[CH3:28][C:29]1[CH:34]=[CH:33][C:32]([S:35](Cl)(=[O:37])=[O:36])=[CH:31][CH:30]=1, predict the reaction product. The product is: [CH3:28][C:29]1[CH:34]=[CH:33][C:32]([S:35]([NH:24][CH2:23][CH2:22][CH2:21][CH2:20][C@@H:19]([C:25]([OH:27])=[O:26])[NH:18][C:16]([O:15][CH2:14][CH:12]2[C:11]3[CH:10]=[CH:9][CH:8]=[CH:7][C:6]=3[C:5]3[C:13]2=[CH:1][CH:2]=[CH:3][CH:4]=3)=[O:17])(=[O:37])=[O:36])=[CH:31][CH:30]=1. (4) Given the reactants [Cl:1][C:2]1[CH:7]=[CH:6][N:5]=[C:4]([S:8][CH3:9])[N:3]=1.C[Li].Cl[C:13]1C(Cl)=C(O)C(C#N)=C(C#N)C=1O.[OH-].[Na+], predict the reaction product. The product is: [Cl:1][C:2]1[CH:7]=[C:6]([CH3:13])[N:5]=[C:4]([S:8][CH3:9])[N:3]=1.